The task is: Predict the product of the given reaction.. This data is from Forward reaction prediction with 1.9M reactions from USPTO patents (1976-2016). (1) Given the reactants [CH3:1][C:2]1[CH:24]=[CH:23][C:5]([C:6]([N:8]2[CH2:13][CH2:12][CH:11]([C:14](=[O:22])[C:15]3[CH:20]=[CH:19][C:18](F)=[CH:17][CH:16]=3)[CH2:10][CH2:9]2)=[O:7])=[CH:4][CH:3]=1.[C-:25]#[N:26].[K+], predict the reaction product. The product is: [CH3:1][C:2]1[CH:24]=[CH:23][C:5]([C:6]([N:8]2[CH2:13][CH2:12][CH:11]([C:14](=[O:22])[C:15]3[CH:20]=[CH:19][C:18]([C:25]#[N:26])=[CH:17][CH:16]=3)[CH2:10][CH2:9]2)=[O:7])=[CH:4][CH:3]=1. (2) The product is: [N:18]1[C:19]2[C:14](=[CH:13][CH:12]=[CH:11][CH:10]=2)[CH:15]=[CH:16][CH:17]=1. Given the reactants [N+](C1C=C([C:10]2[CH:11]=[C:12](CC3C=CN=CC=3)[CH:13]=[C:14]3[C:19]=2[N:18]=[CH:17][CH:16]=[CH:15]3)C=CC=1)([O-])=O.O.[NH4+].[Cl-], predict the reaction product. (3) Given the reactants [CH3:1][O:2][C:3](=[O:12])[C:4]1[CH:9]=[C:8](I)[CH:7]=[C:6]([I:11])[CH:5]=1.[Cl:13][C:14]1[CH:19]=[CH:18][C:17]([CH2:20][NH:21][C:22]2[CH:23]=[CH:24][C:25]([CH:28]=[O:29])=[N:26][CH:27]=2)=[CH:16][CH:15]=1.[Cr](Cl)([O-])(=O)=O.[NH+]1C=CC=CC=1, predict the reaction product. The product is: [CH3:1][O:2][C:3](=[O:12])[C:4]1[CH:5]=[C:6]([I:11])[CH:7]=[C:8]([C:28]([C:25]2[CH:24]=[CH:23][C:22]([NH:21][CH2:20][C:17]3[CH:16]=[CH:15][C:14]([Cl:13])=[CH:19][CH:18]=3)=[CH:27][N:26]=2)=[O:29])[CH:9]=1. (4) Given the reactants [C:1]1(=[O:8])[NH:7][CH2:6][CH2:5][CH2:4][CH2:3][CH2:2]1.Br[C:10]1[CH:15]=[CH:14][CH:13]=[CH:12][CH:11]=1.C([O-])([O-])=O.[Cs+].[Cs+], predict the reaction product. The product is: [C:10]1([N:7]2[CH2:6][CH2:5][CH2:4][CH2:3][CH2:2][C:1]2=[O:8])[CH:15]=[CH:14][CH:13]=[CH:12][CH:11]=1. (5) Given the reactants C(=O)([O-])[O-].[Cs+].[Cs+].CC1(C)C(C)(C)OB([C:15]2[CH2:20][CH2:19][N:18]([C:21]([O:23][C:24]([CH3:27])([CH3:26])[CH3:25])=[O:22])[CH2:17][CH:16]=2)O1.[Cl:29][C:30]1[C:31]2[CH:38]=[C:37](I)[N:36]([S:40]([C:43]3[CH:48]=[CH:47][CH:46]=[CH:45][CH:44]=3)(=[O:42])=[O:41])[C:32]=2[N:33]=[CH:34][N:35]=1, predict the reaction product. The product is: [Cl:29][C:30]1[C:31]2[CH:38]=[C:37]([C:15]3[CH2:20][CH2:19][N:18]([C:21]([O:23][C:24]([CH3:25])([CH3:26])[CH3:27])=[O:22])[CH2:17][CH:16]=3)[N:36]([S:40]([C:43]3[CH:48]=[CH:47][CH:46]=[CH:45][CH:44]=3)(=[O:42])=[O:41])[C:32]=2[N:33]=[CH:34][N:35]=1.